Dataset: Full USPTO retrosynthesis dataset with 1.9M reactions from patents (1976-2016). Task: Predict the reactants needed to synthesize the given product. (1) Given the product [O:1]=[C:2]1[C:11]2[C:6](=[CH:7][CH:8]=[C:9]([C:12]([O:14][CH3:15])=[O:13])[CH:10]=2)[CH2:5][CH2:4][CH:3]1[C:23]([O:24][CH3:25])=[O:26], predict the reactants needed to synthesize it. The reactants are: [O:1]=[C:2]1[C:11]2[CH:10]=[C:9]([C:12]([O:14][CH3:15])=[O:13])[CH:8]=[CH:7][C:6]=2[CH2:5][CH2:4][CH2:3]1.C1COCC1.[H-].[Na+].[C:23](=O)([O:26]C)[O:24][CH3:25]. (2) Given the product [C:14]([C:6]1[CH:7]=[CH:8][C:1]([OH:2])=[CH:3][C:4]=1[OH:5])(=[O:15])[CH2:13][CH2:12][CH2:11][CH2:10][CH3:9], predict the reactants needed to synthesize it. The reactants are: [C:1]1([CH:8]=[CH:7][CH:6]=[C:4]([OH:5])[CH:3]=1)[OH:2].[CH3:9][CH2:10][CH2:11][CH2:12][CH2:13][C:14](O)=[O:15]. (3) Given the product [C:28]12([NH:38][C:25]([C:18]3[N:17]=[C:16]([CH:12]4[CH2:13][CH2:14][CH2:15][N:11]4[C:9]([O:8][CH2:1][C:2]4[CH:3]=[CH:4][CH:5]=[CH:6][CH:7]=4)=[O:10])[N:20]4[CH:21]=[CH:22][CH:23]=[CH:24][C:19]=34)=[O:27])[CH2:35][CH:34]3[CH2:33][CH:32]([CH2:31][CH:30]([CH2:36]3)[CH2:29]1)[CH2:37]2, predict the reactants needed to synthesize it. The reactants are: [CH2:1]([O:8][C:9]([N:11]1[CH2:15][CH2:14][CH2:13][CH:12]1[C:16]1[N:20]2[CH:21]=[CH:22][CH:23]=[CH:24][C:19]2=[C:18]([C:25]([OH:27])=O)[N:17]=1)=[O:10])[C:2]1[CH:7]=[CH:6][CH:5]=[CH:4][CH:3]=1.[C:28]12([NH2:38])[CH2:37][CH:32]3[CH2:33][CH:34]([CH2:36][CH:30]([CH2:31]3)[CH2:29]1)[CH2:35]2.C(Cl)CCl.C1C=NC2N(O)N=NC=2C=1.C(N(C(C)C)CC)(C)C. (4) Given the product [Cl:17][C:11]1[CH:10]=[CH:9][C:8]([NH:7][C:5](=[O:6])[C:4]2[CH:18]=[CH:19][CH:20]=[C:2]([CH3:1])[CH:3]=2)=[CH:16][C:12]=1[C:13]([NH:63][C:60]1[CH:61]=[N:62][C:57]([NH:56][C:53]2[CH:54]=[CH:55][C:50]([S:47]([CH2:46][CH2:45][CH2:44][N:39]3[CH2:43][CH2:42][CH2:41][CH2:40]3)(=[O:48])=[O:49])=[CH:51][CH:52]=2)=[N:58][CH:59]=1)=[O:15], predict the reactants needed to synthesize it. The reactants are: [CH3:1][C:2]1[CH:3]=[C:4]([CH:18]=[CH:19][CH:20]=1)[C:5]([NH:7][C:8]1[CH:9]=[CH:10][C:11]([Cl:17])=[C:12]([CH:16]=1)[C:13]([OH:15])=O)=[O:6].ClC1N=C(OC)N=C(OC)N=1.CN1CCOCC1.[N:39]1([CH2:44][CH2:45][CH2:46][S:47]([C:50]2[CH:55]=[CH:54][C:53]([NH:56][C:57]3[N:62]=[CH:61][C:60]([NH2:63])=[CH:59][N:58]=3)=[CH:52][CH:51]=2)(=[O:49])=[O:48])[CH2:43][CH2:42][CH2:41][CH2:40]1.